Dataset: Full USPTO retrosynthesis dataset with 1.9M reactions from patents (1976-2016). Task: Predict the reactants needed to synthesize the given product. (1) Given the product [C:32]([O:36][C:37]([N:39]1[CH2:44][CH2:43][N:42]([C:18]2[S:19][C:15](=[CH:14][C:10]3[CH:9]=[C:8]4[C:13](=[CH:12][CH:11]=3)[N:5]([CH2:4][C:3]3[CH:24]=[CH:25][C:26]([C:28]([OH:31])([CH3:29])[CH3:30])=[CH:27][C:2]=3[Cl:1])[N:6]=[CH:7]4)[C:16](=[O:23])[N:17]=2)[CH2:41][C@@H:40]1[CH2:45][OH:46])=[O:38])([CH3:35])([CH3:34])[CH3:33], predict the reactants needed to synthesize it. The reactants are: [Cl:1][C:2]1[CH:27]=[C:26]([C:28]([OH:31])([CH3:30])[CH3:29])[CH:25]=[CH:24][C:3]=1[CH2:4][N:5]1[C:13]2[C:8](=[CH:9][C:10]([CH:14]=[C:15]3[S:19][C:18](SCC)=[N:17][C:16]3=[O:23])=[CH:11][CH:12]=2)[CH:7]=[N:6]1.[C:32]([O:36][C:37]([N:39]1[CH2:44][CH2:43][NH:42][CH2:41][C@@H:40]1[CH2:45][OH:46])=[O:38])([CH3:35])([CH3:34])[CH3:33]. (2) The reactants are: CC1(C)C(C)(C)OB([C:9]2[CH2:10][CH2:11][N:12]([C:15]([O:17][C:18]([CH3:21])([CH3:20])[CH3:19])=[O:16])[CH2:13][CH:14]=2)O1.Br[C:24]1[CH:25]=[CH:26][C:27]([F:34])=[C:28]([CH:33]=1)[C:29]([O:31][CH3:32])=[O:30]. Given the product [F:34][C:27]1[CH:26]=[CH:25][C:24]([C:9]2[CH2:10][CH2:11][N:12]([C:15]([O:17][C:18]([CH3:19])([CH3:20])[CH3:21])=[O:16])[CH2:13][CH:14]=2)=[CH:33][C:28]=1[C:29]([O:31][CH3:32])=[O:30], predict the reactants needed to synthesize it.